This data is from Forward reaction prediction with 1.9M reactions from USPTO patents (1976-2016). The task is: Predict the product of the given reaction. (1) Given the reactants C1(P(C2C=CC=CC=2)C2C=CC=CC=2)C=CC=CC=1.Br[C:21]1[CH:26]=[C:25]([C@@H:27]([NH:30][S:31]([C:33]([CH3:36])([CH3:35])[CH3:34])=[O:32])[CH2:28][CH3:29])[CH:24]=[CH:23][N:22]=1.[CH3:37][N:38](C)C=O, predict the reaction product. The product is: [C:37]([C:21]1[CH:26]=[C:25]([C@@H:27]([NH:30][S:31]([C:33]([CH3:36])([CH3:35])[CH3:34])=[O:32])[CH2:28][CH3:29])[CH:24]=[CH:23][N:22]=1)#[N:38]. (2) Given the reactants [F:1][C:2]1[CH:10]=[CH:9][C:8]([C:11]#[C:12][C:13]2[CH:18]=[CH:17][C:16]([O:19][CH2:20][CH2:21][CH2:22][CH2:23][C:24]3[C:29]([F:30])=[C:28](F)[C:27]([F:32])=[C:26]([F:33])[C:25]=3[F:34])=[CH:15][CH:14]=2)=[C:7]2[C:3]=1[C:4]([CH2:42][CH2:43][CH2:44][C:45]([OH:47])=[O:46])=[C:5]([CH3:41])[N:6]2[CH2:35][CH2:36][CH2:37][C:38]([OH:40])=[O:39].CCCCCCC, predict the reaction product. The product is: [F:1][C:2]1[CH:10]=[CH:9][C:8]([C:11]#[C:12][C:13]2[CH:18]=[CH:17][C:16]([O:19][CH2:20][CH2:21][CH2:22][CH2:23][C:24]3[C:29]([F:30])=[CH:28][C:27]([F:32])=[C:26]([F:33])[C:25]=3[F:34])=[CH:15][CH:14]=2)=[C:7]2[C:3]=1[C:4]([CH2:42][CH2:43][CH2:44][C:45]([OH:47])=[O:46])=[C:5]([CH3:41])[N:6]2[CH2:35][CH2:36][CH2:37][C:38]([OH:40])=[O:39]. (3) Given the reactants [F:1][C:2]([F:40])([F:39])[C:3]1[CH:4]=[C:5]([CH2:13][C:14]([NH:16][CH2:17][C:18]2[CH:23]=[C:22]([C:24]([F:27])([F:26])[F:25])[CH:21]=[CH:20][C:19]=2[C:28]2[CH:33]=[C:32]([CH:34]([CH3:36])[CH3:35])[CH:31]=[CH:30][C:29]=2[O:37][CH3:38])=O)[CH:6]=[C:7]([C:9]([F:12])([F:11])[F:10])[CH:8]=1.Cl.[OH-].[Na+], predict the reaction product. The product is: [F:1][C:2]([F:39])([F:40])[C:3]1[CH:4]=[C:5]([CH2:13][CH2:14][NH:16][CH2:17][C:18]2[CH:23]=[C:22]([C:24]([F:25])([F:26])[F:27])[CH:21]=[CH:20][C:19]=2[C:28]2[CH:33]=[C:32]([CH:34]([CH3:36])[CH3:35])[CH:31]=[CH:30][C:29]=2[O:37][CH3:38])[CH:6]=[C:7]([C:9]([F:12])([F:10])[F:11])[CH:8]=1. (4) The product is: [NH2:26][C:25]1[N:24]=[CH:23][N:22]=[C:21]2[N:17]([CH:15]([C:9]3[C:8]([O:28][CH2:29][CH3:30])=[C:7]([CH:5]4[CH2:4][N:3]([CH2:38][C@@H:39]([OH:40])[CH3:41])[CH2:6]4)[C:12]([F:13])=[C:11]([Cl:14])[CH:10]=3)[CH3:16])[N:18]=[C:19]([CH3:27])[C:20]=12. Given the reactants Cl.Cl.[NH:3]1[CH2:6][CH:5]([C:7]2[C:8]([O:28][CH2:29][CH3:30])=[C:9]([CH:15]([N:17]3[C:21]4=[N:22][CH:23]=[N:24][C:25]([NH2:26])=[C:20]4[C:19]([CH3:27])=[N:18]3)[CH3:16])[CH:10]=[C:11]([Cl:14])[C:12]=2[F:13])[CH2:4]1.C(N(CC)CC)C.[CH3:38][C@H:39]1[CH2:41][O:40]1, predict the reaction product.